The task is: Predict the reactants needed to synthesize the given product.. This data is from Full USPTO retrosynthesis dataset with 1.9M reactions from patents (1976-2016). (1) Given the product [C:2]([O:4][C:5]1[CH:6]=[CH:7][C:8]2[C@@H:14]3[C@H:13]([C@H:18]4[C@@:17]([CH2:16][CH2:15]3)([CH3:23])[C:21]([O:22][S:41]([C:40]([F:53])([F:52])[F:39])(=[O:43])=[O:42])=[CH:20][CH2:19]4)[CH2:12][CH2:11][C:9]=2[CH:10]=1)(=[O:3])[CH3:1], predict the reactants needed to synthesize it. The reactants are: [CH3:1][C:2]([O:4][C:5]1[CH:6]=[CH:7][C:8]2[CH:14]3[CH2:15][CH2:16][C@:17]4([CH3:23])[C:21](=[O:22])[CH2:20][CH2:19][CH:18]4[CH:13]3[CH2:12][CH2:11][C:9]=2[CH:10]=1)=[O:3].C(C1C=C(C)C=C(C(C)(C)C)N=1)(C)(C)C.[F:39][C:40]([F:53])([F:52])[S:41](O[S:41]([C:40]([F:53])([F:52])[F:39])(=[O:43])=[O:42])(=[O:43])=[O:42].C(=O)([O-])O.[Na+]. (2) Given the product [OH:21][CH:13]([CH2:14][C:15]1[CH:20]=[CH:19][CH:18]=[CH:17][CH:16]=1)/[CH:12]=[CH:11]/[C@@H:10]1[N:6]([CH2:5][CH2:4][CH2:3][CH2:2][S:24][C:25]2[N:29]([CH3:30])[N:28]=[N:27][N:26]=2)[C:7](=[O:22])[CH2:8][CH2:9]1, predict the reactants needed to synthesize it. The reactants are: Cl[CH2:2][CH2:3][CH2:4][CH2:5][N:6]1[C@@H:10](/[CH:11]=[CH:12]/[CH:13]([OH:21])[CH2:14][C:15]2[CH:20]=[CH:19][CH:18]=[CH:17][CH:16]=2)[CH2:9][CH2:8][C:7]1=[O:22].[Na].[SH:24][C:25]1[N:29]([CH3:30])[N:28]=[N:27][N:26]=1.O. (3) Given the product [ClH:1].[ClH:1].[CH3:31][C:28]1[CH:27]=[C:26]([CH2:25][NH:24][C:20]2[N:19]=[C:18]([NH:17][C:14]3[CH:13]=[C:12]([CH2:11][CH2:10][C:8]4[NH:9][C:4](=[O:3])[CH:5]=[CH:6][CH:7]=4)[NH:16][N:15]=3)[CH:23]=[CH:22][N:21]=2)[O:30][N:29]=1, predict the reactants needed to synthesize it. The reactants are: [ClH:1].C[O:3][C:4]1[N:9]=[C:8]([CH2:10][CH2:11][C:12]2[NH:16][N:15]=[C:14]([NH:17][C:18]3[CH:23]=[CH:22][N:21]=[C:20]([NH:24][CH2:25][C:26]4[O:30][N:29]=[C:28]([CH3:31])[CH:27]=4)[N:19]=3)[CH:13]=2)[CH:7]=[CH:6][CH:5]=1.Cl. (4) Given the product [F:1][C:2]1[CH:7]=[CH:6][CH:5]=[C:4]([F:8])[C:3]=1[N:9]1[C:14]2[N:15]=[C:16]([N:29]3[CH2:34][CH2:33][CH:32]([N:35]4[CH2:40][CH2:39][CH:38]([CH3:41])[CH2:37][CH2:36]4)[CH2:31][CH2:30]3)[N:17]=[C:18]([C:19]3[CH:20]=[C:21]([CH:25]=[CH:26][C:27]=3[CH3:28])[C:22]([NH:78][CH2:77][CH2:76][F:75])=[O:23])[C:13]=2[CH:12]=[CH:11][C:10]1=[O:42], predict the reactants needed to synthesize it. The reactants are: [F:1][C:2]1[CH:7]=[CH:6][CH:5]=[C:4]([F:8])[C:3]=1[N:9]1[C:14]2[N:15]=[C:16]([N:29]3[CH2:34][CH2:33][CH:32]([N:35]4[CH2:40][CH2:39][CH:38]([CH3:41])[CH2:37][CH2:36]4)[CH2:31][CH2:30]3)[N:17]=[C:18]([C:19]3[CH:20]=[C:21]([CH:25]=[CH:26][C:27]=3[CH3:28])[C:22](O)=[O:23])[C:13]=2[CH:12]=[CH:11][C:10]1=[O:42].CN(C(ON1N=NC2C=CC=CC1=2)=[N+](C)C)C.F[P-](F)(F)(F)(F)F.C(N(CC)CC)C.Cl.[F:75][CH2:76][CH2:77][NH2:78]. (5) Given the product [F:1][C:2]([F:19])([F:20])[C:3]1[CH:4]=[C:5]([CH2:13][C@@H:14]([OH:18])[C:15]([OH:17])=[O:16])[CH:6]=[C:7]([C:9]([F:12])([F:11])[F:10])[CH:8]=1, predict the reactants needed to synthesize it. The reactants are: [F:1][C:2]([F:20])([F:19])[C:3]1[CH:4]=[C:5]([CH2:13][C:14](=[O:18])[C:15]([OH:17])=[O:16])[CH:6]=[C:7]([C:9]([F:12])([F:11])[F:10])[CH:8]=1.C(N(CC)CC)C.[OH-].[Na+].CC(OC)(C)C. (6) Given the product [CH3:1][O:2][C:3](=[O:24])[C:4]([NH2:20])([CH3:23])[CH2:5][C:6]1[C:14]2[C:9](=[CH:10][CH:11]=[C:12]([O:15][CH2:16][CH2:17][O:18][CH3:19])[CH:13]=2)[NH:8][CH:7]=1, predict the reactants needed to synthesize it. The reactants are: [CH3:1][O:2][C:3](=[O:24])[C:4]([CH3:23])([N+:20]([O-])=O)[CH2:5][C:6]1[C:14]2[C:9](=[CH:10][CH:11]=[C:12]([O:15][CH2:16][CH2:17][O:18][CH3:19])[CH:13]=2)[NH:8][CH:7]=1. (7) Given the product [OH:28][CH:3]([CH3:2])[CH2:4][CH2:5][CH2:6][CH2:7][O:8][C:9]1[CH:14]=[CH:13][N:12]=[C:11]([CH2:15][S:18][C:19]2[NH:23][C:22]3[CH:24]=[CH:25][CH:26]=[CH:27][C:21]=3[N:20]=2)[C:10]=1[CH3:17], predict the reactants needed to synthesize it. The reactants are: O[CH2:2][CH2:3][CH2:4][CH2:5][CH2:6][CH2:7][O:8][C:9]1[CH:14]=[CH:13][N:12]=[C:11]([CH2:15]Cl)[C:10]=1[CH3:17].[SH:18][C:19]1[NH:20][C:21]2[CH:27]=[CH:26][CH:25]=[CH:24][C:22]=2[N:23]=1.[OH-:28].[Na+].CO. (8) Given the product [ClH:1].[Cl:1][C:2]1[CH:3]=[N:4][N:5]([C:7]2[CH:28]=[CH:27][C:10]([O:11][CH2:12][C@@H:13]3[C@@H:18]([NH2:19])[CH2:17][CH2:16][O:15][CH2:14]3)=[CH:9][CH:8]=2)[CH:6]=1, predict the reactants needed to synthesize it. The reactants are: [Cl:1][C:2]1[CH:3]=[N:4][N:5]([C:7]2[CH:28]=[CH:27][C:10]([O:11][CH2:12][C@@H:13]3[C@@H:18]([NH:19]C(=O)OC(C)(C)C)[CH2:17][CH2:16][O:15][CH2:14]3)=[CH:9][CH:8]=2)[CH:6]=1.Cl.CCOC(C)=O. (9) Given the product [NH:29]1[C:37]2[C:32](=[CH:33][C:34]([C:8]3[C:7]([N:1]4[CH2:6][CH2:5][CH2:4][CH2:3][CH2:2]4)=[N:16][C:15]4[C:10](=[CH:11][CH:12]=[C:13]([C:17]([O:19][CH3:20])=[O:18])[CH:14]=4)[N:9]=3)=[CH:35][CH:36]=2)[CH:31]=[CH:30]1, predict the reactants needed to synthesize it. The reactants are: [N:1]1([C:7]2[C:8](OS(C(F)(F)F)(=O)=O)=[N:9][C:10]3[C:15]([N:16]=2)=[CH:14][C:13]([C:17]([O:19][CH3:20])=[O:18])=[CH:12][CH:11]=3)[CH2:6][CH2:5][CH2:4][CH2:3][CH2:2]1.[NH:29]1[C:37]2[C:32](=[CH:33][C:34](B(O)O)=[CH:35][CH:36]=2)[CH:31]=[CH:30]1.[O-]P([O-])([O-])=O.[K+].[K+].[K+].O.